From a dataset of Reaction yield outcomes from USPTO patents with 853,638 reactions. Predict the reaction yield, written as a fraction of the theoretical maximum amount of product (1.0 means a 100% yield; for example, 0.34 means a 34% yield). The reactants are [CH2:1]([O:3][C:4]([C:6]1[C:7]([CH3:19])=[C:8](C(OC(C)(C)C)=O)[NH:9][C:10]=1[CH3:11])=[O:5])[CH3:2].C(O)C.Cl. The catalyst is O. The product is [CH2:1]([O:3][C:4]([C:6]1[C:7]([CH3:19])=[CH:8][NH:9][C:10]=1[CH3:11])=[O:5])[CH3:2]. The yield is 0.870.